This data is from Full USPTO retrosynthesis dataset with 1.9M reactions from patents (1976-2016). The task is: Predict the reactants needed to synthesize the given product. Given the product [Cl:1][C:2]1[CH:7]=[CH:6][CH:5]=[CH:4][C:3]=1[CH:8]([O:10][C:11]([NH:12][C:13]1[C:14]([CH3:33])=[N:15][O:16][C:17]=1[C:18]1[CH:23]=[CH:22][C:21]([C:36]2[CH:44]=[CH:43][C:39]([C:40]([OH:42])=[O:41])=[CH:38][CH:37]=2)=[CH:20][CH:19]=1)=[O:34])[CH3:9], predict the reactants needed to synthesize it. The reactants are: [Cl:1][C:2]1[CH:7]=[CH:6][CH:5]=[CH:4][C:3]=1[CH:8]([O:10][C:11](=[O:34])[NH:12][C:13]1[C:14]([CH3:33])=[N:15][O:16][C:17]=1[C:18]1[CH:23]=[CH:22][C:21](B2OC(C)(C)C(C)(C)O2)=[CH:20][CH:19]=1)[CH3:9].Br[C:36]1[CH:44]=[CH:43][C:39]([C:40]([OH:42])=[O:41])=[CH:38][CH:37]=1.C(=O)([O-])[O-].[K+].[K+].